Dataset: Peptide-MHC class I binding affinity with 185,985 pairs from IEDB/IMGT. Task: Regression. Given a peptide amino acid sequence and an MHC pseudo amino acid sequence, predict their binding affinity value. This is MHC class I binding data. (1) The peptide sequence is RLINMITTE. The MHC is Mamu-A70103 with pseudo-sequence Mamu-A70103. The binding affinity (normalized) is 0.00455. (2) The peptide sequence is GTDNSVVLSR. The MHC is HLA-A03:01 with pseudo-sequence HLA-A03:01. The binding affinity (normalized) is 0.149.